Dataset: Reaction yield outcomes from USPTO patents with 853,638 reactions. Task: Predict the reaction yield, written as a fraction of the theoretical maximum amount of product (1.0 means a 100% yield; for example, 0.34 means a 34% yield). (1) The reactants are [N:1]1[C:10]2[C:5](=[CH:6][C:7]([CH2:11][N:12]3[C:16]4=[N:17][C:18]([C:21]5[CH:29]=[CH:28][C:24]([C:25](O)=[O:26])=[CH:23][CH:22]=5)=[CH:19][CH:20]=[C:15]4[N:14]=[N:13]3)=[CH:8][CH:9]=2)[CH:4]=[CH:3][CH:2]=1.CN(C=O)C.CCN=C=NCCCN(C)C.Cl.C(N(CC)CC)C.[NH2:54][CH:55]1[CH2:60][CH2:59][O:58][CH2:57][CH2:56]1. The catalyst is O. The product is [N:1]1[C:10]2[C:5](=[CH:6][C:7]([CH2:11][N:12]3[C:16]4=[N:17][C:18]([C:21]5[CH:22]=[CH:23][C:24]([C:25]([NH:54][CH:55]6[CH2:60][CH2:59][O:58][CH2:57][CH2:56]6)=[O:26])=[CH:28][CH:29]=5)=[CH:19][CH:20]=[C:15]4[N:14]=[N:13]3)=[CH:8][CH:9]=2)[CH:4]=[CH:3][CH:2]=1. The yield is 0.200. (2) The reactants are [NH2:1][C:2]1[S:3][C:4]([CH3:10])=[C:5]([C:7](=[O:9])[CH3:8])[N:6]=1.[Cl:11][CH2:12][C:13](=O)[CH2:14][C:15](OCC)=[O:16]. The catalyst is O. The product is [C:7]([C:5]1[N:6]2[C:15](=[O:16])[CH:14]=[C:13]([CH2:12][Cl:11])[N:1]=[C:2]2[S:3][C:4]=1[CH3:10])(=[O:9])[CH3:8]. The yield is 0.120. (3) The reactants are Cl.[Cl:2][CH2:3][CH2:4][CH2:5][NH2:6].[CH3:7][CH2:8][CH2:9][CH2:10][CH2:11][CH3:12].[C:13]([O:16]CC)(=[O:15])C. The catalyst is C(OCC)C.CCCCCC. The product is [Cl:2][CH2:3][CH2:4][CH2:5][NH:6][C:13](=[O:15])[O:16][C:9]1[CH:8]=[CH:7][CH:12]=[CH:11][CH:10]=1. The yield is 0.404. (4) The reactants are [C:1]([O:5][C:6]([N:8]1[CH2:13][CH2:12][C:11]2[N:14]([CH3:24])[C:15]([C:17]3[CH:22]=[CH:21][N:20]=[C:19]([NH2:23])[N:18]=3)=[CH:16][C:10]=2[C:9]1=[O:25])=[O:7])([CH3:4])([CH3:3])[CH3:2].[CH3:26][C:27]1[CH:28]=[C:29]([C:32](Cl)=[O:33])[S:30][CH:31]=1. The catalyst is N1C=CC=CC=1.CN(C1C=CN=CC=1)C. The product is [C:1]([O:5][C:6]([N:8]1[CH2:13][CH2:12][C:11]2[N:14]([CH3:24])[C:15]([C:17]3[CH:22]=[CH:21][N:20]=[C:19]([NH:23][C:32]([C:29]4[S:30][CH:31]=[C:27]([CH3:26])[CH:28]=4)=[O:33])[N:18]=3)=[CH:16][C:10]=2[C:9]1=[O:25])=[O:7])([CH3:4])([CH3:3])[CH3:2]. The yield is 0.850. (5) The reactants are [CH2:1]([O:8][CH2:9][CH2:10][NH:11][CH3:12])[C:2]1[CH:7]=[CH:6][CH:5]=[CH:4][CH:3]=1.O=[C:14]1[CH2:17][N:16]([C:18]([O:20][C:21]([CH3:24])([CH3:23])[CH3:22])=[O:19])[CH2:15]1.[BH3-]C#N.[Na+].O. The catalyst is C(Cl)Cl. The product is [CH2:1]([O:8][CH2:9][CH2:10][N:11]([CH3:12])[CH:14]1[CH2:17][N:16]([C:18]([O:20][C:21]([CH3:24])([CH3:23])[CH3:22])=[O:19])[CH2:15]1)[C:2]1[CH:7]=[CH:6][CH:5]=[CH:4][CH:3]=1. The yield is 0.340. (6) The reactants are [CH3:1][C:2]1[N:6]([CH2:7][C:8]2[C:17]3[C:12](=[CH:13][CH:14]=[CH:15][CH:16]=3)[CH:11]=[CH:10][CH:9]=2)[C:5]2[CH:18]=[C:19]([N:23]3[CH2:28][CH2:27][O:26][CH2:25][CH2:24]3)[CH:20]=[C:21](N)[C:4]=2[N:3]=1.N([O-])=O.[Na+].[Na+].[Br-:34].C([O-])(O)=O.[Na+]. The catalyst is Br. The product is [Br:34][C:21]1[C:4]2[N:3]=[C:2]([CH3:1])[N:6]([CH2:7][C:8]3[C:17]4[C:12](=[CH:13][CH:14]=[CH:15][CH:16]=4)[CH:11]=[CH:10][CH:9]=3)[C:5]=2[CH:18]=[C:19]([N:23]2[CH2:28][CH2:27][O:26][CH2:25][CH2:24]2)[CH:20]=1. The yield is 0.550. (7) The reactants are [CH3:1][OH:2].[H-].[Na+].Cl[CH2:6][C:7]1[CH:8]=[C:9]([CH:30]=[CH:31][N:32]=1)[C:10]([NH:12][C:13]1[O:14][C:15]2[C:21]([CH:22]3[CH2:27][CH2:26][O:25][CH2:24][CH2:23]3)=[CH:20][CH:19]=[C:18]([O:28][CH3:29])[C:16]=2[N:17]=1)=[O:11].Cl. The catalyst is O1CCOCC1.CN(C)C=O. The product is [CH3:1][O:2][CH2:6][C:7]1[CH:8]=[C:9]([CH:30]=[CH:31][N:32]=1)[C:10]([NH:12][C:13]1[O:14][C:15]2[C:21]([CH:22]3[CH2:27][CH2:26][O:25][CH2:24][CH2:23]3)=[CH:20][CH:19]=[C:18]([O:28][CH3:29])[C:16]=2[N:17]=1)=[O:11]. The yield is 0.650.